This data is from Full USPTO retrosynthesis dataset with 1.9M reactions from patents (1976-2016). The task is: Predict the reactants needed to synthesize the given product. (1) Given the product [NH2:36][C:37]1[N:42]=[C:41]([C:43]2[CH:48]=[C:47]([Cl:49])[CH:46]=[CH:45][C:44]=2[O:50][C:13]2[C:14]([F:16])=[CH:15][C:10]([S:7]([N:6]([CH2:5][C:4]3[CH:24]=[CH:25][C:26]([O:28][CH3:29])=[CH:27][C:3]=3[O:2][CH3:1])[C:19]3[S:23][N:22]=[CH:21][N:20]=3)(=[O:8])=[O:9])=[C:11]([F:18])[CH:12]=2)[CH:40]=[CH:39][CH:38]=1, predict the reactants needed to synthesize it. The reactants are: [CH3:1][O:2][C:3]1[CH:27]=[C:26]([O:28][CH3:29])[CH:25]=[CH:24][C:4]=1[CH2:5][N:6]([C:19]1[S:23][N:22]=[CH:21][N:20]=1)[S:7]([C:10]1[CH:15]=[C:14]([F:16])[C:13](F)=[CH:12][C:11]=1[F:18])(=[O:9])=[O:8].C(=O)([O-])[O-].[K+].[K+].[NH2:36][C:37]1[N:42]=[C:41]([C:43]2[CH:48]=[C:47]([Cl:49])[CH:46]=[CH:45][C:44]=2[OH:50])[CH:40]=[CH:39][CH:38]=1. (2) Given the product [CH2:1]([O:5][C:6]1[CH:11]=[CH:10][N:9]=[C:8]([CH:12]=[O:13])[CH:7]=1)[CH2:2][CH2:3][CH3:4], predict the reactants needed to synthesize it. The reactants are: [CH2:1]([O:5][C:6]1[CH:11]=[CH:10][N:9]=[C:8]([CH2:12][OH:13])[CH:7]=1)[CH2:2][CH2:3][CH3:4]. (3) Given the product [C:16]([O:19][C@H:20]([C:23]#[C:24][C:9]#[C:10][C@H:11]([OH:15])[CH2:12][CH2:13][CH3:14])[CH:21]=[CH2:22])(=[O:18])[CH3:17], predict the reactants needed to synthesize it. The reactants are: C(N)CCC.NO.Cl.[CH:9]#[C:10][C@H:11]([OH:15])[CH2:12][CH2:13][CH3:14].[C:16]([O:19][C@H:20]([C:23]#[C:24]Br)[CH:21]=[CH2:22])(=[O:18])[CH3:17]. (4) Given the product [NH2:4][C:5]1[N:10]=[CH:9][C:8]([CH:11]=[CH:12][C:13]([OH:15])=[O:14])=[CH:7][CH:6]=1, predict the reactants needed to synthesize it. The reactants are: C([NH:4][C:5]1[N:10]=[CH:9][C:8]([CH:11]=[CH:12][C:13]([OH:15])=[O:14])=[CH:7][CH:6]=1)(=O)C.[OH-].[Na+].